Dataset: Forward reaction prediction with 1.9M reactions from USPTO patents (1976-2016). Task: Predict the product of the given reaction. (1) The product is: [CH:1]1([N:6]2[CH2:12][C:11]([F:13])([F:14])[C:10](=[O:15])[N:9]([CH3:16])[C:8]3[CH:17]=[N:18][C:19]([NH:21][C:22]4[CH:30]=[CH:29][C:25]([C:26]([NH:71][CH2:70][CH2:69][O:68][CH2:66][CH3:67])=[O:28])=[CH:24][C:23]=4[O:31][CH3:32])=[N:20][C:7]2=3)[CH2:5][CH2:4][CH2:3][CH2:2]1. Given the reactants [CH:1]1([N:6]2[CH2:12][C:11]([F:14])([F:13])[C:10](=[O:15])[N:9]([CH3:16])[C:8]3[CH:17]=[N:18][C:19]([NH:21][C:22]4[CH:30]=[CH:29][C:25]([C:26]([OH:28])=O)=[CH:24][C:23]=4[O:31][CH3:32])=[N:20][C:7]2=3)[CH2:5][CH2:4][CH2:3][CH2:2]1.F[P-](F)(F)(F)(F)F.CN(C(N(C)C)=[N+]1C2C(=NC=CC=2)[N+]([O-])=N1)C.C(N(C(C)C)C(C)C)C.[CH2:66]([O:68][CH2:69][CH2:70][NH2:71])[CH3:67], predict the reaction product. (2) Given the reactants O[CH2:2][CH2:3][N:4]([CH3:38])[C:5]([C:7]1[C:12]([O:13][CH2:14][C:15]2[CH:20]=[CH:19][CH:18]=[CH:17][CH:16]=2)=[C:11]([OH:21])[N:10]=[C:9]([CH2:22][C:23]2([C:28]3[C:37]4[C:32](=[CH:33][CH:34]=[CH:35][CH:36]=4)[CH:31]=[CH:30][CH:29]=3)[CH2:27][CH2:26][CH2:25][CH2:24]2)[N:8]=1)=[O:6].C1(P(C2C=CC=CC=2)C2C=CC=CC=2)C=CC=CC=1.N(C(OC(C)C)=O)=NC(OC(C)C)=O.CO, predict the reaction product. The product is: [CH2:14]([O:13][C:12]1[C:11](=[O:21])[N:10]=[C:9]([CH2:22][C:23]2([C:28]3[C:37]4[C:32](=[CH:33][CH:34]=[CH:35][CH:36]=4)[CH:31]=[CH:30][CH:29]=3)[CH2:27][CH2:26][CH2:25][CH2:24]2)[N:8]2[CH2:2][CH2:3][N:4]([CH3:38])[C:5](=[O:6])[C:7]=12)[C:15]1[CH:20]=[CH:19][CH:18]=[CH:17][CH:16]=1. (3) Given the reactants [BH4-].[Na+].[C:3]12([CH2:13][CH2:14][N-:15][CH2:16][CH2:17][CH2:18][CH2:19][CH3:20])[CH2:12][CH:7]3[CH2:8][CH:9]([CH2:11][CH:5]([CH2:6]3)[CH2:4]1)[CH2:10]2.[OH2:21].[C:22]([O:25][CH2:26][CH3:27])(=O)[CH3:23].C[OH:29], predict the reaction product. The product is: [C:3]12([CH2:13][CH2:14][N:15]([CH2:16][CH2:17][CH2:18][CH2:19][CH3:20])[C:23](=[O:29])[CH2:22][O:25][CH2:26][CH2:27][OH:21])[CH2:10][CH:9]3[CH2:8][CH:7]([CH2:6][CH:5]([CH2:11]3)[CH2:4]1)[CH2:12]2.